Dataset: Forward reaction prediction with 1.9M reactions from USPTO patents (1976-2016). Task: Predict the product of the given reaction. (1) Given the reactants [CH3:1][N:2]([CH3:13])[CH2:3][CH2:4][CH:5]([C:7]1[CH:12]=[CH:11][CH:10]=[CH:9][CH:8]=1)O.[N+:14]([C:17]1[CH:18]=[N:19][NH:20][CH:21]=1)([O-:16])=[O:15].C1(P(C2C=CC=CC=2)C2C=CC=CC=2)C=CC=CC=1.N(C(OCC)=O)=NC(OCC)=O, predict the reaction product. The product is: [CH3:1][N:2]([CH3:13])[CH2:3][CH2:4][CH:5]([N:19]1[CH:18]=[C:17]([N+:14]([O-:16])=[O:15])[CH:21]=[N:20]1)[C:7]1[CH:12]=[CH:11][CH:10]=[CH:9][CH:8]=1. (2) Given the reactants Br[C:2]1[N:7]2[CH:8]=[C:9]([CH2:11][CH2:12][C:13]3[CH:22]=[CH:21][C:20]4[C:15](=[CH:16][CH:17]=[CH:18][CH:19]=4)[N:14]=3)[N:10]=[C:6]2[C:5]([N:23]2[CH2:28][CH2:27][O:26][CH2:25][CH2:24]2)=[N:4][CH:3]=1.[OH:29][CH:30]([C:35]1[CH:40]=[CH:39][C:38](B2OC(C)(C)C(C)(C)O2)=[CH:37][CH:36]=1)[C:31]([O:33][CH3:34])=[O:32], predict the reaction product. The product is: [OH:29][CH:30]([C:35]1[CH:36]=[CH:37][C:38]([C:2]2[N:7]3[CH:8]=[C:9]([CH2:11][CH2:12][C:13]4[CH:22]=[CH:21][C:20]5[C:15](=[CH:16][CH:17]=[CH:18][CH:19]=5)[N:14]=4)[N:10]=[C:6]3[C:5]([N:23]3[CH2:24][CH2:25][O:26][CH2:27][CH2:28]3)=[N:4][CH:3]=2)=[CH:39][CH:40]=1)[C:31]([O:33][CH3:34])=[O:32]. (3) Given the reactants [CH3:1][O:2][C:3]1[CH:4]=[C:5]([CH:8]=[CH:9][C:10]=1[C:11]([F:14])([F:13])[F:12])[CH:6]=O.Cl.[CH:16]1([NH:19][C:20]([NH2:22])=[NH:21])[CH2:18][CH2:17]1.[C:23]([CH2:25][C:26](OCC)=[O:27])#[N:24].C(=O)([O-])[O-].[K+].[K+], predict the reaction product. The product is: [CH:16]1([NH:19][C:20]2[N:22]=[C:26]([OH:27])[C:25]([C:23]#[N:24])=[C:6]([C:5]3[CH:8]=[CH:9][C:10]([C:11]([F:14])([F:13])[F:12])=[C:3]([O:2][CH3:1])[CH:4]=3)[N:21]=2)[CH2:18][CH2:17]1. (4) Given the reactants [Br:1]Br.[CH3:3][O:4][C:5]1[CH:13]2[CH:8]([CH:9]3[O:14][CH:12]2[CH2:11][CH2:10]3)[C:7](=[O:15])[CH:6]=1.C(N(CC)CC)C, predict the reaction product. The product is: [Br:1][C:6]1[C:7](=[O:15])[CH:8]2[CH:13]([C:5]=1[O:4][CH3:3])[CH:12]1[O:14][CH:9]2[CH2:10][CH2:11]1. (5) Given the reactants [OH:1][C:2]1[C:11]2[C:6](=[CH:7][CH:8]=[N:9][CH:10]=2)[N:5]=[CH:4][C:3]=1[C:12]([O:14]CC)=[O:13].[OH-].[Na+].C, predict the reaction product. The product is: [OH:1][C:2]1[C:11]2[C:6](=[CH:7][CH:8]=[N:9][CH:10]=2)[N:5]=[CH:4][C:3]=1[C:12]([OH:14])=[O:13]. (6) Given the reactants [NH:1]1[CH2:6][CH2:5][CH:4]([CH2:7][NH:8][C:9]([N:11]2[C:15]3[CH:16]=[CH:17][CH:18]=[CH:19][C:14]=3[N:13]([CH:20]([CH3:22])[CH3:21])[C:12]2=[O:23])=[O:10])[CH2:3][CH2:2]1.[Cl:24][CH2:25][CH2:26][C:27]([C:29]1[CH:34]=[CH:33][C:32](C)=[CH:31][CH:30]=1)=[O:28], predict the reaction product. The product is: [NH:1]1[CH2:6][CH2:5][CH:4]([CH2:7][NH:8][C:9]([N:11]2[C:15]3[CH:16]=[CH:17][CH:18]=[CH:19][C:14]=3[N:13]([CH:20]3[CH2:21][CH2:22]3)[C:12]2=[O:23])=[O:10])[CH2:3][CH2:2]1.[Cl:24][CH2:25][CH2:26][C:27]([C:29]1[CH:34]=[CH:33][CH:32]=[CH:31][CH:30]=1)=[O:28].